From a dataset of Catalyst prediction with 721,799 reactions and 888 catalyst types from USPTO. Predict which catalyst facilitates the given reaction. (1) Product: [Cl:1][C:2]1[CH:3]=[C:4]([N:8]2[C:12]([CH2:13][NH:14][C:15](=[O:30])[CH:16]([C:18]3[CH:19]=[N:20][C:21]([N:24]([CH2:26][CH2:27][OH:28])[CH3:25])=[CH:22][CH:23]=3)[CH3:17])=[CH:11][C:10]([C:31]([F:34])([F:32])[F:33])=[N:9]2)[CH:5]=[CH:6][CH:7]=1. The catalyst class is: 46. Reactant: [Cl:1][C:2]1[CH:3]=[C:4]([N:8]2[C:12]([CH2:13][NH:14][C:15](=[O:30])[CH:16]([C:18]3[CH:19]=[N:20][C:21]([N:24]([CH2:26][CH2:27][O:28]C)[CH3:25])=[CH:22][CH:23]=3)[CH3:17])=[CH:11][C:10]([C:31]([F:34])([F:33])[F:32])=[N:9]2)[CH:5]=[CH:6][CH:7]=1.B(Br)(Br)Br.C([O-])(O)=O.[Na+]. (2) Reactant: [CH3:1][NH:2][C:3]1[CH:8]=[CH:7][N:6]2[CH:9]=[C:10]([C:12]3[CH:17]=[CH:16][C:15]([OH:18])=[CH:14][CH:13]=3)[N:11]=[C:5]2[CH:4]=1.Br[CH2:20][CH2:21][F:22].C([O-])([O-])=O.[Cs+].[Cs+]. Product: [F:22][CH2:21][CH2:20][O:18][C:15]1[CH:16]=[CH:17][C:12]([C:10]2[N:11]=[C:5]3[CH:4]=[C:3]([NH:2][CH3:1])[CH:8]=[CH:7][N:6]3[CH:9]=2)=[CH:13][CH:14]=1. The catalyst class is: 3. (3) Reactant: CS(O[CH2:6][C:7]1[CH:16]=[CH:15][C:10]2[N:11]=[C:12](Br)[S:13][C:9]=2[CH:8]=1)(=O)=O.[NH:17]1[C:25]2[C:20](=[N:21][CH:22]=[CH:23][CH:24]=2)[N:19]=[CH:18]1.[C:26](=[O:29])([O-])[O-].[K+].[K+]. Product: [N:17]1([CH2:6][C:7]2[CH:16]=[CH:15][C:10]3[N:11]=[C:12]([NH:11][C@@H:10]4[CH2:9][CH2:8][CH2:7][CH2:6][C@H:26]4[OH:29])[S:13][C:9]=3[CH:8]=2)[C:25]2[C:20](=[N:21][CH:22]=[CH:23][CH:24]=2)[N:19]=[CH:18]1. The catalyst class is: 31. (4) The catalyst class is: 748. Product: [CH3:1][O:2][C:3]([NH:5][C@H:6]([C:11]([NH:13][NH:14][CH2:15][C:16]1[CH:21]=[CH:20][C:19]([C:22]2[CH:27]=[CH:26][CH:25]=[CH:24][N:23]=2)=[CH:18][CH:17]=1)=[O:12])[C:7]([CH3:10])([CH3:9])[CH3:8])=[O:4]. Reactant: [CH3:1][O:2][C:3]([NH:5][C@H:6]([C:11]([NH:13][N:14]=[CH:15][C:16]1[CH:21]=[CH:20][C:19]([C:22]2[CH:27]=[CH:26][CH:25]=[CH:24][N:23]=2)=[CH:18][CH:17]=1)=[O:12])[C:7]([CH3:10])([CH3:9])[CH3:8])=[O:4].C([O-])=O.[Na+]. (5) Reactant: [F:1][C:2]1[CH:11]=[C:10]([O:12][CH3:13])[CH:9]=[CH:8][C:3]=1[C:4]([NH:6][NH2:7])=[O:5].CS[C:16](=[NH:18])[NH2:17].[OH-].[Na+]. Product: [NH2:17][C:16](=[N:7][NH:6][C:4](=[O:5])[C:3]1[CH:8]=[CH:9][C:10]([O:12][CH3:13])=[CH:11][C:2]=1[F:1])[NH2:18]. The catalyst class is: 6. (6) Reactant: C(O)(=O)CCCCCCC/C=C\CCCCCCCC.C(O)C.[CH3:24]/[CH:25]=[C:26]1\[C@H:27]2[CH:34]=[C:33]([CH3:35])[CH2:32][C@@:31]\1([NH2:36])[C:30]1[CH:37]=[CH:38][C:39]([NH:41][C:29]=1[CH2:28]2)=[O:40].[P:42]([OH:46])([OH:45])([OH:44])=[O:43].[CH3:47][C:48]1[N:53]=[C:52]([CH3:54])[C:51]([CH3:55])=[N:50][C:49]=1[CH3:56]. Product: [CH3:24]/[CH:25]=[C:26]1\[C@H:27]2[CH:34]=[C:33]([CH3:35])[CH2:32][C@@:31]\1([NH2:36])[C:30]1[CH:37]=[CH:38][C:39]([NH:41][C:29]=1[CH2:28]2)=[O:40].[P:42]([OH:46])([OH:45])([OH:44])=[O:43].[CH3:47][C:48]1[N:53]=[C:52]([CH3:54])[C:51]([CH3:55])=[N:50][C:49]=1[CH3:56]. The catalyst class is: 6.